Dataset: Peptide-MHC class I binding affinity with 185,985 pairs from IEDB/IMGT. Task: Regression. Given a peptide amino acid sequence and an MHC pseudo amino acid sequence, predict their binding affinity value. This is MHC class I binding data. (1) The peptide sequence is ELYMYFNHV. The MHC is HLA-B08:01 with pseudo-sequence HLA-B08:01. The binding affinity (normalized) is 0.494. (2) The peptide sequence is GTFDLGGLY. The MHC is HLA-A01:01 with pseudo-sequence HLA-A01:01. The binding affinity (normalized) is 0.428. (3) The peptide sequence is DTWGTTQCL. The MHC is Mamu-A01 with pseudo-sequence Mamu-A01. The binding affinity (normalized) is 0.0147. (4) The peptide sequence is SVYTTMFGGV. The MHC is HLA-A02:06 with pseudo-sequence HLA-A02:06. The binding affinity (normalized) is 0.938. (5) The peptide sequence is PLRPMTYR. The MHC is HLA-A31:01 with pseudo-sequence HLA-A31:01. The binding affinity (normalized) is 0.524.